Dataset: Forward reaction prediction with 1.9M reactions from USPTO patents (1976-2016). Task: Predict the product of the given reaction. (1) Given the reactants [Cl:1][C:2]1[CH:7]=[CH:6][C:5]([C:8]2[N:9]([CH:16]3[CH2:18][CH2:17]3)[C:10](=[O:15])[N:11]([CH2:13]O)[N:12]=2)=[CH:4][CH:3]=1.CN(C=O)C.S(Cl)([Cl:26])=O.C(=O)(O)[O-].[Na+], predict the reaction product. The product is: [Cl:26][CH2:13][N:11]1[C:10](=[O:15])[N:9]([CH:16]2[CH2:18][CH2:17]2)[C:8]([C:5]2[CH:6]=[CH:7][C:2]([Cl:1])=[CH:3][CH:4]=2)=[N:12]1. (2) Given the reactants [CH:1]1([Mg]Br)[CH2:3][CH2:2]1.[Cl:6][C:7]1[CH:14]=[C:13]([C:15]([F:18])([F:17])[F:16])[CH:12]=[CH:11][C:8]=1[CH:9]=[O:10].O.C(OCC)(=O)C, predict the reaction product. The product is: [Cl:6][C:7]1[CH:14]=[C:13]([C:15]([F:16])([F:17])[F:18])[CH:12]=[CH:11][C:8]=1[CH:9]([CH:1]1[CH2:3][CH2:2]1)[OH:10]. (3) Given the reactants CN(C=O)C.[CH3:6][O:7][C:8](=[O:17])[C:9]1[CH:14]=[CH:13][C:12]([OH:15])=[C:11](I)[CH:10]=1.[CH3:18][N:19]([CH3:23])[CH2:20][C:21]#[CH:22].C(N(CC)CC)C, predict the reaction product. The product is: [CH3:6][O:7][C:8]([C:9]1[CH:14]=[CH:13][C:12]2[O:15][C:21]([CH2:20][N:19]([CH3:23])[CH3:18])=[CH:22][C:11]=2[CH:10]=1)=[O:17]. (4) Given the reactants Br[C:2]1[C:3]2[C:28]([CH3:35])([C:29]3[CH:34]=[CH:33][CH:32]=[CH:31][CH:30]=3)[C:27](=[O:36])[NH:26][C:4]=2[N:5]=[C:6]([C:8]2[C:16]3[C:11](=[N:12][CH:13]=[CH:14][CH:15]=3)[N:10]([CH2:17][CH2:18][C:19]([F:25])([F:24])[C:20]([F:23])([F:22])[F:21])[N:9]=2)[N:7]=1.[CH3:37][NH2:38], predict the reaction product. The product is: [CH3:35][C:28]1([C:29]2[CH:34]=[CH:33][CH:32]=[CH:31][CH:30]=2)[C:3]2[C:2]([NH:38][CH3:37])=[N:7][C:6]([C:8]3[C:16]4[C:11](=[N:12][CH:13]=[CH:14][CH:15]=4)[N:10]([CH2:17][CH2:18][C:19]([F:25])([F:24])[C:20]([F:21])([F:23])[F:22])[N:9]=3)=[N:5][C:4]=2[NH:26][C:27]1=[O:36]. (5) Given the reactants [F:1][C:2]([F:13])([F:12])[C:3]1[CH:8]=[CH:7][C:6](B(O)O)=[CH:5][CH:4]=1.Cl[C:15]1[C:24]([N:25]([CH:27]([CH3:29])[CH3:28])[CH3:26])=[N:23][C:22]2[C:17](=[CH:18][CH:19]=[C:20]([C:30]([O:32][CH3:33])=[O:31])[CH:21]=2)[N:16]=1.[O-]P([O-])([O-])=O.[K+].[K+].[K+], predict the reaction product. The product is: [CH:27]([N:25]([CH3:26])[C:24]1[C:15]([C:6]2[CH:7]=[CH:8][C:3]([C:2]([F:13])([F:12])[F:1])=[CH:4][CH:5]=2)=[N:16][C:17]2[C:22]([N:23]=1)=[CH:21][C:20]([C:30]([O:32][CH3:33])=[O:31])=[CH:19][CH:18]=2)([CH3:29])[CH3:28]. (6) Given the reactants [CH3:1][C:2]1[NH:6][C:5]2[CH:7]=[C:8]([CH2:11][OH:12])[CH:9]=[CH:10][C:4]=2[N:3]=1.[H-].[Al+3].[Li+].[H-].[H-].[H-].[C@H](O)(C([O-])=O)[C@@H](O)[C:21]([O-])=[O:22].[Na+].[K+], predict the reaction product. The product is: [CH3:1][C:2]1[NH:6][C:5]2[CH:7]=[C:8]([C:11]([O:22][CH3:21])=[O:12])[CH:9]=[CH:10][C:4]=2[N:3]=1. (7) Given the reactants [I:1][C:2]1[CH:3]=[CH:4][C:5]2[N:6]([C:8]([CH3:16])=[C:9]([C:11](OCC)=[O:12])[N:10]=2)[CH:7]=1.O.[NH2:18][NH2:19], predict the reaction product. The product is: [I:1][C:2]1[CH:3]=[CH:4][C:5]2[N:6]([C:8]([CH3:16])=[C:9]([C:11]([NH:18][NH2:19])=[O:12])[N:10]=2)[CH:7]=1. (8) Given the reactants [Br:1][C:2]1[CH:3]=[C:4]2[N:9]([CH:10]=1)[NH:8][C:7](=[S:11])[NH:6][C:5]2=[O:12].[CH3:13]I, predict the reaction product. The product is: [Br:1][C:2]1[CH:3]=[C:4]2[N:9]([CH:10]=1)[N:8]=[C:7]([S:11][CH3:13])[NH:6][C:5]2=[O:12]. (9) Given the reactants [C:1]([O:5][C:6]([N:8]1[CH2:13][CH2:12][CH:11]([O:14][C:15]2[CH:20]=[CH:19][C:18]([C:21](=[O:23])[CH3:22])=[C:17]([F:24])[CH:16]=2)[CH2:10][CH2:9]1)=[O:7])([CH3:4])([CH3:3])[CH3:2].C([N-]C(C)C)(C)C.[Li+].Br[CH2:34][C:35]([O:37][CH2:38][CH3:39])=[O:36], predict the reaction product. The product is: [C:1]([O:5][C:6]([N:8]1[CH2:13][CH2:12][CH:11]([O:14][C:15]2[CH:20]=[CH:19][C:18]([C:21](=[O:23])[CH2:22][CH2:34][C:35]([O:37][CH2:38][CH3:39])=[O:36])=[C:17]([F:24])[CH:16]=2)[CH2:10][CH2:9]1)=[O:7])([CH3:4])([CH3:2])[CH3:3]. (10) Given the reactants Cl.[Br:2][C:3]1[CH:8]=[CH:7][CH:6]=[CH:5][C:4]=1[NH:9][NH2:10].[OH-].[Na+], predict the reaction product. The product is: [Br:2][C:3]1[CH:8]=[CH:7][CH:6]=[CH:5][C:4]=1[NH:9][NH2:10].